This data is from Peptide-MHC class II binding affinity with 134,281 pairs from IEDB. The task is: Regression. Given a peptide amino acid sequence and an MHC pseudo amino acid sequence, predict their binding affinity value. This is MHC class II binding data. (1) The peptide sequence is NNVVQALTSLGLLYT. The MHC is DRB4_0101 with pseudo-sequence DRB4_0103. The binding affinity (normalized) is 0.615. (2) The peptide sequence is TMAEVRLAAMFFCAVKK. The MHC is DRB4_0103 with pseudo-sequence DRB4_0103. The binding affinity (normalized) is 0.593. (3) The peptide sequence is SQDLELSWNLYGLQAY. The MHC is DRB1_0802 with pseudo-sequence DRB1_0802. The binding affinity (normalized) is 0.189. (4) The peptide sequence is GNGWMIKETACLSKA. The MHC is HLA-DQA10501-DQB10302 with pseudo-sequence HLA-DQA10501-DQB10302. The binding affinity (normalized) is 0.352. (5) The peptide sequence is KGDEQKLRSAGELEL. The MHC is HLA-DQA10104-DQB10503 with pseudo-sequence HLA-DQA10104-DQB10503. The binding affinity (normalized) is 0. (6) The peptide sequence is RLEDEMKEGRYEVRA. The MHC is HLA-DQA10501-DQB10301 with pseudo-sequence HLA-DQA10501-DQB10301. The binding affinity (normalized) is 0.0136. (7) The peptide sequence is LEAWLTEHGCNRLKR. The MHC is HLA-DQA10601-DQB10402 with pseudo-sequence HLA-DQA10601-DQB10402. The binding affinity (normalized) is 0.252.